The task is: Predict which catalyst facilitates the given reaction.. This data is from Catalyst prediction with 721,799 reactions and 888 catalyst types from USPTO. Reactant: CN(C(ON1N=NC2C=CC=NC1=2)=[N+](C)C)C.F[P-](F)(F)(F)(F)F.CCN(C(C)C)C(C)C.[Br:34][C:35]1[C:43]2[C:38](=[CH:39][C:40]([O:44][CH2:45][CH2:46][OH:47])=[CH:41][CH:42]=2)[NH:37][C:36]=1[C:48]([OH:50])=O.[NH2:51][CH2:52][C:53]1[C:54]([F:70])=[C:55]([O:60][C:61]2[CH:62]=[C:63]([CH:66]=[C:67]([Cl:69])[CH:68]=2)[C:64]#[N:65])[C:56]([Cl:59])=[CH:57][CH:58]=1. Product: [Br:34][C:35]1[C:43]2[C:38](=[CH:39][C:40]([O:44][CH2:45][CH2:46][OH:47])=[CH:41][CH:42]=2)[NH:37][C:36]=1[C:48]([NH:51][CH2:52][C:53]1[CH:58]=[CH:57][C:56]([Cl:59])=[C:55]([O:60][C:61]2[CH:62]=[C:63]([C:64]#[N:65])[CH:66]=[C:67]([Cl:69])[CH:68]=2)[C:54]=1[F:70])=[O:50]. The catalyst class is: 3.